This data is from Peptide-MHC class II binding affinity with 134,281 pairs from IEDB. The task is: Regression. Given a peptide amino acid sequence and an MHC pseudo amino acid sequence, predict their binding affinity value. This is MHC class II binding data. The peptide sequence is PTRVVNWEVIIMDEA. The MHC is DRB1_1101 with pseudo-sequence DRB1_1101. The binding affinity (normalized) is 0.325.